Dataset: Reaction yield outcomes from USPTO patents with 853,638 reactions. Task: Predict the reaction yield, written as a fraction of the theoretical maximum amount of product (1.0 means a 100% yield; for example, 0.34 means a 34% yield). (1) The reactants are [CH:1]1([OH:7])[CH2:6][CH2:5][CH2:4][CH2:3][CH2:2]1.O[N:9]1[C:13](=[O:14])[C:12]2=[CH:15][CH:16]=[CH:17][CH:18]=[C:11]2[C:10]1=[O:19].N(C(OC(C)(C)C)=O)=NC(OC(C)(C)C)=O. The catalyst is O1CCCC1. The product is [CH:1]1([O:7][N:9]2[C:13](=[O:14])[C:12]3[C:11](=[CH:18][CH:17]=[CH:16][CH:15]=3)[C:10]2=[O:19])[CH2:6][CH2:5][CH2:4][CH2:3][CH2:2]1. The yield is 0.750. (2) The reactants are [C:1]([O:5][C:6]([N:8]1[CH2:13][CH2:12][CH:11]([OH:14])[CH2:10][CH2:9]1)=[O:7])([CH3:4])([CH3:3])[CH3:2].[H-].[Na+].Br[CH2:18][CH2:19][CH2:20][O:21][Si:22]([C:25]([CH3:28])([CH3:27])[CH3:26])([CH3:24])[CH3:23]. The catalyst is CN(C=O)C. The product is [C:1]([O:5][C:6]([N:8]1[CH2:13][CH2:12][CH:11]([O:14][CH2:18][CH2:19][CH2:20][O:21][Si:22]([C:25]([CH3:26])([CH3:28])[CH3:27])([CH3:23])[CH3:24])[CH2:10][CH2:9]1)=[O:7])([CH3:4])([CH3:2])[CH3:3]. The yield is 0.580. (3) The reactants are [Br:1][C:2]1[C:3](F)=[C:4]2[C:10]([NH:11][C:12](=[O:17])[C@H:13]([O:15][CH3:16])[CH3:14])=[CH:9][NH:8][C:5]2=[N:6][CH:7]=1.[NH:19]1[CH2:23][CH2:22][C@@H:21]([NH:24][C:25](=[O:31])[O:26][C:27]([CH3:30])([CH3:29])[CH3:28])[CH2:20]1.CCN(C(C)C)C(C)C. The catalyst is CCCCO. The product is [Br:1][C:2]1[C:3]([N:19]2[CH2:23][CH2:22][C@@H:21]([NH:24][C:25](=[O:31])[O:26][C:27]([CH3:29])([CH3:28])[CH3:30])[CH2:20]2)=[C:4]2[C:10]([NH:11][C:12](=[O:17])[C@H:13]([O:15][CH3:16])[CH3:14])=[CH:9][NH:8][C:5]2=[N:6][CH:7]=1. The yield is 0.610. (4) The reactants are [CH3:1][C:2]1([CH3:20])[O:19][C:6]2=[N:7][CH:8]=[C:9]([CH2:11][NH:12][C:13]3[CH:18]=[CH:17][CH:16]=[CH:15][CH:14]=3)[CH:10]=[C:5]2[CH:4]=[CH:3]1.[CH3:21][O:22][C:23]1[CH:24]=[C:25]([S:31](Cl)(=[O:33])=[O:32])[CH:26]=[CH:27][C:28]=1[O:29][CH3:30].C(N(CC)CC)C. The catalyst is C(Cl)Cl. The product is [CH3:1][C:2]1([CH3:20])[O:19][C:6]2=[N:7][CH:8]=[C:9]([CH2:11][N:12]([C:13]3[CH:18]=[CH:17][CH:16]=[CH:15][CH:14]=3)[S:31]([C:25]3[CH:26]=[CH:27][C:28]([O:29][CH3:30])=[C:23]([O:22][CH3:21])[CH:24]=3)(=[O:33])=[O:32])[CH:10]=[C:5]2[CH:4]=[CH:3]1. The yield is 0.430. (5) The product is [O:9]1[CH2:10][CH2:11][O:12][CH:8]1[C:4]1[CH:3]=[C:2]([C:29]2([OH:34])[C:28]3[CH:35]=[C:24]([NH:23][C:21](=[O:22])[CH2:20][C:19]([CH3:18])([CH3:38])[CH3:39])[C:25]([CH3:37])=[C:26]([CH3:36])[C:27]=3[O:31][C:30]2([CH3:33])[CH3:32])[CH:7]=[CH:6][CH:5]=1. The catalyst is C1COCC1. The reactants are Br[C:2]1[CH:3]=[C:4]([CH:8]2[O:12][CH2:11][CH2:10][O:9]2)[CH:5]=[CH:6][CH:7]=1.C([Li])CCC.[CH3:18][C:19]([CH3:39])([CH3:38])[CH2:20][C:21]([NH:23][C:24]1[C:25]([CH3:37])=[C:26]([CH3:36])[C:27]2[O:31][C:30]([CH3:33])([CH3:32])[C:29](=[O:34])[C:28]=2[CH:35]=1)=[O:22].O. The yield is 0.920.